From a dataset of Catalyst prediction with 721,799 reactions and 888 catalyst types from USPTO. Predict which catalyst facilitates the given reaction. (1) Reactant: [CH3:1][N:2]1[C:6]2=[N:7][CH:8]=[CH:9][CH:10]=[C:5]2[N:4]=[C:3]1S(C)(=O)=O.[CH2:15]([N:17]1[C:25]2[C:20](=[N:21][CH:22]=[CH:23][C:24]=2[CH3:26])[N:19]([C:27]2[CH:32]=[CH:31][C:30]([OH:33])=[CH:29][CH:28]=2)[C:18]1=[O:34])[CH3:16].[H-].[Na+].C(O)C. Product: [CH2:15]([N:17]1[C:25]2[C:20](=[N:21][CH:22]=[CH:23][C:24]=2[CH3:26])[N:19]([C:27]2[CH:32]=[CH:31][C:30]([O:33][C:3]3[N:2]([CH3:1])[C:6]4=[N:7][CH:8]=[CH:9][CH:10]=[C:5]4[N:4]=3)=[CH:29][CH:28]=2)[C:18]1=[O:34])[CH3:16]. The catalyst class is: 3. (2) Reactant: [CH3:1][C:2]1[N:7]=[C:6]([N:8]2[C@@H:15]3[C@@H:10]([CH2:11][CH2:12][N:13](C(OC(C)(C)C)=O)[CH2:14]3)[CH2:9]2)[CH:5]=[CH:4][CH:3]=1.C(O)(C(F)(F)F)=O. Product: [CH3:1][C:2]1[N:7]=[C:6]([N:8]2[C@@H:15]3[C@@H:10]([CH2:11][CH2:12][NH:13][CH2:14]3)[CH2:9]2)[CH:5]=[CH:4][CH:3]=1. The catalyst class is: 2. (3) Reactant: [CH3:1][C:2]1[CH:7]=[C:6]([CH3:8])[CH:5]=[CH:4][C:3]=1[N:9]([CH2:24][CH:25]([CH3:27])[CH3:26])[S:10]([C:13]1[CH:18]=[C:17]([F:19])[C:16]([CH:20]2[CH2:22][O:21]2)=[C:15]([F:23])[CH:14]=1)(=[O:12])=[O:11].[NH:28]1[CH2:33][CH2:32][O:31][CH2:30][CH2:29]1. Product: [CH3:1][C:2]1[CH:7]=[C:6]([CH3:8])[CH:5]=[CH:4][C:3]=1[N:9]([CH2:24][CH:25]([CH3:27])[CH3:26])[S:10]([C:13]1[CH:18]=[C:17]([F:19])[C:16]([CH:20]([OH:21])[CH2:22][N:28]2[CH2:33][CH2:32][O:31][CH2:30][CH2:29]2)=[C:15]([F:23])[CH:14]=1)(=[O:12])=[O:11]. The catalyst class is: 8. (4) Reactant: Cl[C:2]1[N:3]=[CH:4][C:5]2[N:11]([CH3:12])[C:10](=[O:13])[C:9]([F:15])([F:14])[CH2:8][N:7]([CH:16]3[CH2:19][CH2:18][CH2:17]3)[C:6]=2[N:20]=1.O.C1(C)C(S(O)(=O)=O)=CC=CC=1.[NH2:33][C:34]1[CH:48]=[CH:47][C:37]([C:38]([NH:40][CH:41]2[CH2:46][CH2:45][O:44][CH2:43][CH2:42]2)=[O:39])=[CH:36][C:35]=1[O:49][CH3:50]. Product: [CH:16]1([N:7]2[CH2:8][C:9]([F:15])([F:14])[C:10](=[O:13])[N:11]([CH3:12])[C:5]3[CH:4]=[N:3][C:2]([NH:33][C:34]4[CH:48]=[CH:47][C:37]([C:38]([NH:40][CH:41]5[CH2:42][CH2:43][O:44][CH2:45][CH2:46]5)=[O:39])=[CH:36][C:35]=4[O:49][CH3:50])=[N:20][C:6]2=3)[CH2:19][CH2:18][CH2:17]1. The catalyst class is: 32. (5) Reactant: [CH3:1][NH:2][NH2:3].[C:4]1([CH2:14][N:15]2[CH:19]=[C:18]([C:20](OCC)=[O:21])[C:17]([C:25](OCC)=[O:26])=[CH:16]2)[C:13]2[C:8](=[CH:9][CH:10]=[CH:11][CH:12]=2)[CH:7]=[CH:6][CH:5]=1. Product: [CH3:1][N:2]1[C:25](=[O:26])[C:17]2=[CH:16][N:15]([CH2:14][C:4]3[C:13]4[C:8](=[CH:9][CH:10]=[CH:11][CH:12]=4)[CH:7]=[CH:6][CH:5]=3)[CH:19]=[C:18]2[C:20](=[O:21])[NH:3]1. The catalyst class is: 8. (6) Reactant: [N:1]1[C:11]2=[C:12]3[C:7](=[CH:8][CH:9]=[CH:10]2)[CH2:6][CH2:5][CH2:4][N:3]3[C:2]=1[CH2:13][C:14]#N.[OH-:16].[Na+].OP([O-])(O)=O.[K+].[OH2:24]. Product: [N:1]1[C:11]2=[C:12]3[C:7](=[CH:8][CH:9]=[CH:10]2)[CH2:6][CH2:5][CH2:4][N:3]3[C:2]=1[CH2:13][C:14]([OH:24])=[O:16]. The catalyst class is: 33.